This data is from Full USPTO retrosynthesis dataset with 1.9M reactions from patents (1976-2016). The task is: Predict the reactants needed to synthesize the given product. Given the product [CH:28]1([C@H:23]([NH:22][C:20]([C:19]2[CH:18]=[CH:17][C:16]([C:34]3[CH:39]=[C:38]([F:40])[CH:37]=[C:36]([F:41])[CH:35]=3)=[CH:15][C:14]=2[NH:13][C:11]([NH:10][C:3]2[C:2]([CH3:1])=[CH:7][C:6]([CH3:8])=[CH:5][C:4]=2[CH3:9])=[O:12])=[O:21])[C:24]([O:26][CH3:27])=[O:25])[CH2:33][CH2:32][CH2:31][CH2:30][CH2:29]1, predict the reactants needed to synthesize it. The reactants are: [CH3:1][C:2]1[CH:7]=[C:6]([CH3:8])[CH:5]=[C:4]([CH3:9])[C:3]=1[N:10]=[C:11]=[O:12].[NH2:13][C:14]1[CH:15]=[C:16]([C:34]2[CH:39]=[C:38]([F:40])[CH:37]=[C:36]([F:41])[CH:35]=2)[CH:17]=[CH:18][C:19]=1[C:20]([NH:22][C@@H:23]([CH:28]1[CH2:33][CH2:32][CH2:31][CH2:30][CH2:29]1)[C:24]([O:26][CH3:27])=[O:25])=[O:21].CCCCCC.C(OCC)(=O)C.